Dataset: Catalyst prediction with 721,799 reactions and 888 catalyst types from USPTO. Task: Predict which catalyst facilitates the given reaction. (1) Reactant: [CH3:1][C:2]1([CH3:20])[C:11]2[C:6](=[CH:7][CH:8]=[C:9]([CH3:12])[CH:10]=2)[NH:5][CH:4]([C:13]2[CH:14]=[C:15]([NH2:19])[CH:16]=[CH:17][CH:18]=2)[CH2:3]1.N1C=CC=CC=1.[C:27]1([S:33](Cl)(=[O:35])=[O:34])[CH:32]=[CH:31][CH:30]=[CH:29][CH:28]=1. Product: [CH3:1][C:2]1([CH3:20])[C:11]2[C:6](=[CH:7][CH:8]=[C:9]([CH3:12])[CH:10]=2)[NH:5][CH:4]([C:13]2[CH:14]=[C:15]([NH:19][S:33]([C:27]3[CH:32]=[CH:31][CH:30]=[CH:29][CH:28]=3)(=[O:35])=[O:34])[CH:16]=[CH:17][CH:18]=2)[CH2:3]1. The catalyst class is: 4. (2) Reactant: [C:1]([C:4]1[CH:9]=[CH:8][CH:7]=[CH:6][C:5]=1[NH:10][C:11](=[O:13])[CH3:12])(=[O:3])[CH3:2].[BrH:14].BrBr. Product: [Br:14][CH2:2][C:1]([C:4]1[CH:9]=[CH:8][CH:7]=[CH:6][C:5]=1[NH:10][C:11](=[O:13])[CH3:12])=[O:3]. The catalyst class is: 15. (3) Reactant: [CH:1](/[C:4]1[S:8][C:7]([C:9]2[CH:14]=[CH:13][CH:12]=[C:11]([C:15]([F:18])([F:17])[F:16])[CH:10]=2)=[N:6][C:5]=1[CH2:19][OH:20])=[CH:2]\[CH3:3]. Product: [CH2:1]([C:4]1[S:8][C:7]([C:9]2[CH:14]=[CH:13][CH:12]=[C:11]([C:15]([F:16])([F:18])[F:17])[CH:10]=2)=[N:6][C:5]=1[CH2:19][OH:20])[CH2:2][CH3:3]. The catalyst class is: 14. (4) Reactant: [F:1][C:2]1[CH:3]=[CH:4][C:5]2[N:6]([C:8]([C@@H:11]3[CH2:15][CH2:14][NH:13][CH2:12]3)=[N:9][N:10]=2)[CH:7]=1.C=O.[CH3:18]C(O)=O.[BH-](OC(C)=O)(OC(C)=O)OC(C)=O.[Na+]. Product: [F:1][C:2]1[CH:3]=[CH:4][C:5]2[N:6]([C:8]([C@@H:11]3[CH2:15][CH2:14][N:13]([CH3:18])[CH2:12]3)=[N:9][N:10]=2)[CH:7]=1. The catalyst class is: 61. (5) Reactant: [F:1][C:2]1[CH:3]=[C:4]([C:12]([O:14][CH3:15])=[O:13])[CH:5]=[C:6]2[C:11]=1[N:10]=[CH:9][CH:8]=[CH:7]2.C1C(=O)N([Cl:23])C(=O)C1.C([O-])(O)=O.[Na+].S([O-])([O-])(=O)=S.[Na+].[Na+]. Product: [Cl:23][C:8]1[CH:9]=[N:10][C:11]2[C:6]([CH:7]=1)=[CH:5][C:4]([C:12]([O:14][CH3:15])=[O:13])=[CH:3][C:2]=2[F:1]. The catalyst class is: 18. (6) Reactant: [C:1]([O:5][C:6](=[O:9])[CH2:7]Br)([CH3:4])([CH3:3])[CH3:2].[C:10]([O:14][C:15](=[O:44])[NH:16][C:17]([C:19]1[S:20][C:21]([S:42][CH3:43])=[C:22]([S:24]([C:27]2[CH:28]=[C:29]([C:33]3[C:38]([CH3:39])=[CH:37][C:36]([OH:40])=[CH:35][C:34]=3[CH3:41])[CH:30]=[CH:31][CH:32]=2)(=[O:26])=[O:25])[CH:23]=1)=[NH:18])([CH3:13])([CH3:12])[CH3:11].C(=O)([O-])[O-].[K+].[K+]. Product: [C:1]([O:5][C:6](=[O:9])[CH2:7][O:40][C:36]1[CH:35]=[C:34]([CH3:41])[C:33]([C:29]2[CH:30]=[CH:31][CH:32]=[C:27]([S:24]([C:22]3[CH:23]=[C:19]([C:17]([NH:16][C:15]([O:14][C:10]([CH3:12])([CH3:13])[CH3:11])=[O:44])=[NH:18])[S:20][C:21]=3[S:42][CH3:43])(=[O:26])=[O:25])[CH:28]=2)=[C:38]([CH3:39])[CH:37]=1)([CH3:4])([CH3:3])[CH3:2]. The catalyst class is: 21.